This data is from Reaction yield outcomes from USPTO patents with 853,638 reactions. The task is: Predict the reaction yield, written as a fraction of the theoretical maximum amount of product (1.0 means a 100% yield; for example, 0.34 means a 34% yield). (1) The reactants are [CH3:1][N:2]1[C@@H:19]2[CH2:20][C:7]3[CH:8]=[CH:9][C:10]([O:22][CH3:23])=[C:11]4[O:12][C@H:13]5[C:14]([CH2:16][CH2:17][C@:18]2([OH:21])[C@:5]5([C:6]=34)[CH2:4][CH2:3]1)=[O:15].C([O-])(=O)C.[OH-].[NH4+].S([O-])([O-])(=O)=O.[Na+].[Na+]. The catalyst is C(O)(C)C.C(Cl)(Cl)Cl. The product is [CH3:1][N:2]1[C@@H:19]2[CH2:20][C:7]3[CH:8]=[CH:9][C:10]([O:22][CH3:23])=[C:11]4[O:12][C@H:13]5[C:14]([CH2:16][CH2:17][C@:18]2([OH:21])[C@:5]5([C:6]=34)[CH2:4][CH2:3]1)=[O:15]. The yield is 0.741. (2) The reactants are S(O[CH2:12][C:13]1([C:26]([O:28][CH3:29])=[O:27])[O:18][CH2:17][CH2:16][N:15]([C:19]([O:21][C:22]([CH3:25])([CH3:24])[CH3:23])=[O:20])[CH2:14]1)(C1C=CC(C)=CC=1)(=O)=O.[CH3:30][O:31][C:32]1[CH:37]=[C:36]([O:38][CH3:39])[CH:35]=[CH:34][C:33]=1[CH2:40][NH2:41]. The catalyst is C(#N)C. The product is [CH3:30][O:31][C:32]1[CH:37]=[C:36]([O:38][CH3:39])[CH:35]=[CH:34][C:33]=1[CH2:40][NH:41][CH2:12][C:13]1([C:26]([O:28][CH3:29])=[O:27])[O:18][CH2:17][CH2:16][N:15]([C:19]([O:21][C:22]([CH3:23])([CH3:24])[CH3:25])=[O:20])[CH2:14]1. The yield is 0.320. (3) The reactants are [CH3:1][O:2][C:3](=[O:22])[C:4]1[CH:9]=[C:8]([CH:10]([OH:13])[CH2:11][CH3:12])[C:7]([C:14]([F:17])([F:16])[F:15])=[CH:6][C:5]=1[NH:18]C(=O)C.O.[C:24]1(C)[CH:29]=CC(S(O)(=O)=O)=C[CH:25]=1. The catalyst is C(O)CC.O.CCOC(C)=O. The product is [CH3:1][O:2][C:3](=[O:22])[C:4]1[CH:9]=[C:8]([CH:10]([O:13][CH2:25][CH2:24][CH3:29])[CH2:11][CH3:12])[C:7]([C:14]([F:15])([F:16])[F:17])=[CH:6][C:5]=1[NH2:18]. The yield is 0.440. (4) The reactants are [Li]CCCC.[OH:6][CH2:7][C:8]1[CH:9]=[C:10]([N:14]([CH3:19])[S:15]([CH3:18])(=[O:17])=[O:16])[CH:11]=[CH:12][CH:13]=1.C(S([C:30]1[N:31]=[C:32]([NH:40][C@@H:41]([CH2:45][OH:46])[CH2:42][CH2:43][CH3:44])[C:33]2[S:38][C:37](=[O:39])[NH:36][C:34]=2[N:35]=1)(=O)=O)C1C=CC=CC=1. The catalyst is C1COCC1. The product is [OH:46][CH2:45][C@H:41]([NH:40][C:32]1[C:33]2[S:38][C:37](=[O:39])[NH:36][C:34]=2[N:35]=[C:30]([O:6][CH2:7][C:8]2[CH:9]=[C:10]([N:14]([CH3:19])[S:15]([CH3:18])(=[O:17])=[O:16])[CH:11]=[CH:12][CH:13]=2)[N:31]=1)[CH2:42][CH2:43][CH3:44]. The yield is 0.0960. (5) The reactants are Cl[C:2]1[C:3]2[CH:20]=[CH:19][N:18]([CH2:21][CH2:22][O:23][CH3:24])[C:4]=2[N:5]=[C:6]([S:8]([C:11]2[CH:16]=[CH:15][C:14]([F:17])=[CH:13][CH:12]=2)(=[O:10])=[O:9])[N:7]=1.[NH2:25][C:26]1[CH:30]=[CH:29][NH:28][N:27]=1.[I-].[Na+].CCN(C(C)C)C(C)C. The catalyst is CN(C=O)C. The product is [F:17][C:14]1[CH:15]=[CH:16][C:11]([S:8]([C:6]2[N:7]=[C:2]([NH:25][C:26]3[CH:30]=[CH:29][NH:28][N:27]=3)[C:3]3[CH:20]=[CH:19][N:18]([CH2:21][CH2:22][O:23][CH3:24])[C:4]=3[N:5]=2)(=[O:10])=[O:9])=[CH:12][CH:13]=1. The yield is 0.190.